Dataset: Forward reaction prediction with 1.9M reactions from USPTO patents (1976-2016). Task: Predict the product of the given reaction. (1) Given the reactants Br[C:2]1[C:7]([CH2:8][CH:9]([C:16]2[CH:21]=[CH:20][CH:19]=[CH:18][CH:17]=2)[O:10][CH2:11][C:12]([O:14][CH3:15])=[O:13])=[CH:6][CH:5]=[CH:4][N:3]=1.[C:22]([O-:25])(=[O:24])C.[Na+].[CH3:27]O, predict the reaction product. The product is: [CH3:15][O:14][C:12](=[O:13])[CH2:11][O:10][CH:9]([C:16]1[CH:21]=[CH:20][CH:19]=[CH:18][CH:17]=1)[CH2:8][C:7]1[C:2]([C:22]([O:25][CH3:27])=[O:24])=[N:3][CH:4]=[CH:5][CH:6]=1. (2) The product is: [CH:33]1([C:22]2[CH:23]=[C:24]([OH:25])[C:19](=[O:18])[NH:20][N:21]=2)[CH2:34][CH2:35][CH2:36][CH2:37][CH2:38]1. Given the reactants C(C1C=C(O)C(=O)NN=1)C.C([O:18][C:19]1[N:20]=[N:21][C:22]([C:33]2[CH2:38][CH2:37][CH2:36][CH2:35][CH:34]=2)=[CH:23][C:24]=1[O:25]CC1C=CC=CC=1)C1C=CC=CC=1, predict the reaction product. (3) Given the reactants ClC(=O)C(OC)=O.[C:8]([O:12][C:13]([N:15]1[CH2:20][CH2:19][C:18]([C:22]2[CH:27]=[CH:26][CH:25]=[CH:24][C:23]=2[S:28][C:29]2[CH:34]=[CH:33][C:32]([CH3:35])=[CH:31][CH:30]=2)(O)[CH2:17][CH2:16]1)=[O:14])([CH3:11])([CH3:10])[CH3:9].CCCC[SnH](CCCC)CCCC.CC(N=NC(C#N)(C)C)(C#N)C, predict the reaction product. The product is: [C:8]([O:12][C:13]([N:15]1[CH2:20][CH2:19][CH:18]([C:22]2[CH:27]=[CH:26][CH:25]=[CH:24][C:23]=2[S:28][C:29]2[CH:34]=[CH:33][C:32]([CH3:35])=[CH:31][CH:30]=2)[CH2:17][CH2:16]1)=[O:14])([CH3:11])([CH3:10])[CH3:9]. (4) Given the reactants Br[C:2]1[CH:9]=[C:8]([F:10])[CH:7]=[C:6]([Br:11])[C:3]=1[CH:4]=[O:5].[C:12]([C:16]1[CH:17]=[C:18]2[C:23](=[C:24]([F:26])[CH:25]=1)[C:22](=[O:27])[NH:21][N:20]=[CH:19]2)([CH3:15])([CH3:14])[CH3:13].CC([O-])=O.[K+].COC1C2C(=C3C(=CC=2)C(OC)=CC=N3)N=CC=1, predict the reaction product. The product is: [Br:11][C:6]1[CH:7]=[C:8]([F:10])[CH:9]=[C:2]([N:21]2[N:20]=[CH:19][C:18]3[C:23](=[C:24]([F:26])[CH:25]=[C:16]([C:12]([CH3:13])([CH3:15])[CH3:14])[CH:17]=3)[C:22]2=[O:27])[C:3]=1[CH:4]=[O:5]. (5) Given the reactants Cl.[NH2:2][C@H:3]([C:5]1[C:6](=[O:16])[NH:7][C:8]2[C:13]([CH:14]=1)=[CH:12][C:11]([Cl:15])=[CH:10][CH:9]=2)[CH3:4].Cl[C:18]1[N:23]=[C:22]([CH2:24][S:25]([CH2:28][CH:29]([CH3:31])[CH3:30])(=[O:27])=[O:26])[CH:21]=[CH:20][N:19]=1.CCN(C(C)C)C(C)C.O, predict the reaction product. The product is: [Cl:15][C:11]1[CH:12]=[C:13]2[C:8](=[CH:9][CH:10]=1)[NH:7][C:6](=[O:16])[C:5]([C@@H:3]([NH:2][C:18]1[N:23]=[C:22]([CH2:24][S:25]([CH2:28][CH:29]([CH3:31])[CH3:30])(=[O:27])=[O:26])[CH:21]=[CH:20][N:19]=1)[CH3:4])=[CH:14]2. (6) Given the reactants CCN(C(C)C)C(C)C.[CH3:10][C:11]([O:14][C:15]([NH:17][C@H:18]([CH2:22][CH3:23])[C:19]([OH:21])=O)=[O:16])([CH3:13])[CH3:12].CN(C(ON1N=NC2C=CC=CC1=2)=[N+](C)C)C.[B-](F)(F)(F)F.[CH2:46]([CH:48]1[C:52]2[C:53]([O:57][C:58]3[N:63]=[CH:62][C:61]([NH2:64])=[CH:60][CH:59]=3)=[CH:54][CH:55]=[CH:56][C:51]=2[CH2:50][O:49]1)[CH3:47], predict the reaction product. The product is: [CH2:46]([CH:48]1[C:52]2[C:53]([O:57][C:58]3[N:63]=[CH:62][C:61]([NH:64][C:19]([C@H:18]([NH:17][C:15](=[O:16])[O:14][C:11]([CH3:10])([CH3:12])[CH3:13])[CH2:22][CH3:23])=[O:21])=[CH:60][CH:59]=3)=[CH:54][CH:55]=[CH:56][C:51]=2[CH2:50][O:49]1)[CH3:47].